From a dataset of Forward reaction prediction with 1.9M reactions from USPTO patents (1976-2016). Predict the product of the given reaction. (1) Given the reactants C([O:8][C:9]1[CH:10]=[CH:11][C:12]([C:15]2[N:19]([C:20]3[CH:25]=[CH:24][CH:23]=[CH:22][CH:21]=3)[N:18]=[C:17]([C:26]([O:28][CH2:29][CH3:30])=[O:27])[CH:16]=2)=[N:13][CH:14]=1)C1C=CC=CC=1, predict the reaction product. The product is: [OH:8][C:9]1[CH:10]=[CH:11][C:12]([C:15]2[N:19]([C:20]3[CH:25]=[CH:24][CH:23]=[CH:22][CH:21]=3)[N:18]=[C:17]([C:26]([O:28][CH2:29][CH3:30])=[O:27])[CH:16]=2)=[N:13][CH:14]=1. (2) The product is: [Cl:1][C:2]1[N:7]=[C:6]([NH:10][C:11]2[CH:12]=[N:13][C:14]([O:17][CH3:18])=[CH:15][CH:16]=2)[C:5]([F:9])=[CH:4][N:3]=1. Given the reactants [Cl:1][C:2]1[N:7]=[C:6](Cl)[C:5]([F:9])=[CH:4][N:3]=1.[NH2:10][C:11]1[CH:12]=[N:13][C:14]([O:17][CH3:18])=[CH:15][CH:16]=1, predict the reaction product. (3) Given the reactants Cl[C:2]1[N:7]=[CH:6][N:5]=[C:4]([NH2:8])[C:3]=1[C:9]1[N:13]=[CH:12][N:11]([CH3:14])[N:10]=1.[NH2:15][C@H:16]([C:19]1[N:28]([CH:29]2[CH2:31][CH2:30]2)[C:27](=[O:32])[C:26]2[C:21](=[CH:22][CH:23]=[CH:24][C:25]=2[Cl:33])[N:20]=1)[CH2:17][CH3:18].CCN(C(C)C)C(C)C.C(Cl)Cl.CO, predict the reaction product. The product is: [NH2:8][C:4]1[N:5]=[CH:6][N:7]=[C:2]([NH:15][C@H:16]([C:19]2[N:28]([CH:29]3[CH2:30][CH2:31]3)[C:27](=[O:32])[C:26]3[C:21](=[CH:22][CH:23]=[CH:24][C:25]=3[Cl:33])[N:20]=2)[CH2:17][CH3:18])[C:3]=1[C:9]1[N:13]=[CH:12][N:11]([CH3:14])[N:10]=1. (4) Given the reactants [F:1][C:2]([F:29])([F:28])[C:3]1[CH:4]=[C:5]([CH:21]=[C:22]([C:24]([F:27])([F:26])[F:25])[CH:23]=1)[CH2:6][N:7]([CH2:12][C:13]1[CH:18]=[C:17]([F:19])[CH:16]=[CH:15][C:14]=1Br)[C:8](=[O:11])[O:9][CH3:10].C(=O)([O-])[O-].[K+].[K+].[CH3:36][O:37][C:38]1[CH:43]=[CH:42][C:41]([CH3:44])=[CH:40][C:39]=1B(O)O.CC(C)=O.O, predict the reaction product. The product is: [F:1][C:2]([F:29])([F:28])[C:3]1[CH:4]=[C:5]([CH:21]=[C:22]([C:24]([F:27])([F:26])[F:25])[CH:23]=1)[CH2:6][N:7]([CH2:12][C:13]1[CH:18]=[C:17]([F:19])[CH:16]=[CH:15][C:14]=1[C:39]1[CH:40]=[C:41]([CH3:44])[CH:42]=[CH:43][C:38]=1[O:37][CH3:36])[C:8](=[O:11])[O:9][CH3:10]. (5) Given the reactants [N+:1]([O-:11])([O:3][CH2:4][CH2:5][CH2:6][CH2:7][CH2:8][CH2:9][OH:10])=[O:2].[CH3:12][C:13]([C:19]1[C:24](=[O:25])[C:23]([CH3:26])=[C:22]([CH3:27])[C:21](=[O:28])[C:20]=1[CH3:29])([CH3:18])[CH2:14][C:15](O)=[O:16].C(Cl)CCl, predict the reaction product. The product is: [CH3:18][C:13]([C:19]1[C:24](=[O:25])[C:23]([CH3:26])=[C:22]([CH3:27])[C:21](=[O:28])[C:20]=1[CH3:29])([CH3:12])[CH2:14][C:15]([O:10][CH2:9][CH2:8][CH2:7][CH2:6][CH2:5][CH2:4][O:3][N+:1]([O-:11])=[O:2])=[O:16]. (6) Given the reactants [H-].[Na+].[I-].[CH3:4][S+](C)(C)=O.[C:9]1([C@H:15]2[O:22][CH2:21][C@H:20]3[N:16]2[C:17](=[O:23])[CH:18]=[CH:19]3)[CH:14]=[CH:13][CH:12]=[CH:11][CH:10]=1.O, predict the reaction product. The product is: [C:9]1([C@H:15]2[O:22][CH2:21][C@H:20]3[N:16]2[C:17](=[O:23])[C@@H:18]2[CH2:4][C@@H:19]23)[CH:10]=[CH:11][CH:12]=[CH:13][CH:14]=1. (7) Given the reactants [OH-].[Li+].C(O/[C:6](=[CH:12]\[C:13]1[CH:18]=[CH:17][C:16]([C:19]2[CH:24]=[CH:23][CH:22]=[C:21]([N:25]([CH3:34])[C:26]([NH:28][CH2:29][CH2:30][CH2:31][CH2:32][CH3:33])=[O:27])[N:20]=2)=[CH:15][CH:14]=1)/[C:7]([O:9]CC)=[O:8])C.[C:35](O)(=[O:37])[CH3:36].O, predict the reaction product. The product is: [CH3:36][CH2:35][O:37]/[C:12](/[C:13]1[CH:18]=[CH:17][C:16]([C:19]2[CH:24]=[CH:23][CH:22]=[C:21]([N:25]([CH3:34])[C:26]([NH:28][CH2:29][CH2:30][CH2:31][CH2:32][CH3:33])=[O:27])[N:20]=2)=[CH:15][CH:14]=1)=[CH:6]\[C:7]([OH:9])=[O:8].